From a dataset of Experimentally validated miRNA-target interactions with 360,000+ pairs, plus equal number of negative samples. Binary Classification. Given a miRNA mature sequence and a target amino acid sequence, predict their likelihood of interaction. The miRNA is hsa-miR-193b-5p with sequence CGGGGUUUUGAGGGCGAGAUGA. The protein sequence of the target gene is MISAPDVVAFTKEEEYEEEPYNEPALPEEYSVPLFPFASQGANPWSKLSGAKFSRDFILISEFSEQVGPQPLLTIPNDTKVFGTFDLNYFSLRIMSVDYQASFVGHPPGSAYPKLNFVEDSKVVLGDSKEGAFAYVHHLTLYDLEARGFVRPFCMAYISADQHKIMQQFQELSAEFSRASECLKTGNRKAFAGELEKKLKDLDYTRTVLHTETEIQKKANDKGFYSSQAIEKANELASVEKSIIEHQDLLKQIRSYPHRKLKGHDLCPGEMEHIQDQASQASTTSNPDESADTDLYTCRP.... Result: 1 (interaction).